This data is from Reaction yield outcomes from USPTO patents with 853,638 reactions. The task is: Predict the reaction yield, written as a fraction of the theoretical maximum amount of product (1.0 means a 100% yield; for example, 0.34 means a 34% yield). The reactants are C[O:2][C:3]([C:5]1[C:6]([C:14]2[CH:19]=[CH:18][CH:17]=[CH:16][C:15]=2[N+:20]([O-:22])=[O:21])=[CH:7][CH:8]=[C:9]([C:11](=[S:13])[NH2:12])[CH:10]=1)=[O:4].[Br:23][C:24]1[CH:25]=[C:26]([CH:31]=[CH:32][CH:33]=1)[C:27](=O)[CH2:28]Br. No catalyst specified. The product is [Br:23][C:24]1[CH:25]=[C:26]([C:27]2[N:12]=[C:11]([C:9]3[CH:10]=[C:5]([C:3]([OH:2])=[O:4])[C:6]([C:14]4[CH:19]=[CH:18][CH:17]=[CH:16][C:15]=4[N+:20]([O-:22])=[O:21])=[CH:7][CH:8]=3)[S:13][CH:28]=2)[CH:31]=[CH:32][CH:33]=1. The yield is 0.340.